This data is from Peptide-MHC class I binding affinity with 185,985 pairs from IEDB/IMGT. The task is: Regression. Given a peptide amino acid sequence and an MHC pseudo amino acid sequence, predict their binding affinity value. This is MHC class I binding data. (1) The peptide sequence is APGNYPAL. The MHC is H-2-Kb with pseudo-sequence H-2-Kb. The binding affinity (normalized) is 0.587. (2) The peptide sequence is AVMFFPFWF. The MHC is HLA-B08:01 with pseudo-sequence HLA-B08:01. The binding affinity (normalized) is 0.0847. (3) The peptide sequence is ATYCYKCSPL. The MHC is HLA-B53:01 with pseudo-sequence HLA-B53:01. The binding affinity (normalized) is 0.